This data is from Catalyst prediction with 721,799 reactions and 888 catalyst types from USPTO. The task is: Predict which catalyst facilitates the given reaction. (1) Reactant: Cl.[Cl:2][C:3]1[CH:4]=[C:5]([C:13]2[O:17][N:16]=[C:15]([C:18]3[C:19]([CH3:28])=[C:20]4[C:25](=[CH:26][CH:27]=3)[CH2:24][NH:23][CH2:22][CH2:21]4)[N:14]=2)[CH:6]=[CH:7][C:8]=1[O:9][CH:10]([CH3:12])[CH3:11].C(=O)([O-])[O-].[K+].[K+].Br[CH2:36][C:37]([O:39][CH3:40])=[O:38]. Product: [Cl:2][C:3]1[CH:4]=[C:5]([C:13]2[O:17][N:16]=[C:15]([C:18]3[C:19]([CH3:28])=[C:20]4[C:25](=[CH:26][CH:27]=3)[CH2:24][N:23]([CH2:36][C:37]([O:39][CH3:40])=[O:38])[CH2:22][CH2:21]4)[N:14]=2)[CH:6]=[CH:7][C:8]=1[O:9][CH:10]([CH3:12])[CH3:11]. The catalyst class is: 10. (2) Reactant: [C:1]1([N:7]2[C:12](=[O:13])[C:11]3[S:14][CH:15]=[C:16]([C:17]4[CH:22]=[CH:21][CH:20]=[CH:19][CH:18]=4)[C:10]=3[N:9]=[CH:8]2)[CH:6]=[CH:5][CH:4]=[CH:3][CH:2]=1.NC1C(C2C=CC=CC=2)=CSC=1C(OC)=[O:36].C(OCC)(OCC)OCC.NC1C=CC(O)=CC=1. Product: [OH:36][C:4]1[CH:5]=[CH:6][C:1]([N:7]2[C:12](=[O:13])[C:11]3[S:14][CH:15]=[C:16]([C:17]4[CH:18]=[CH:19][CH:20]=[CH:21][CH:22]=4)[C:10]=3[N:9]=[CH:8]2)=[CH:2][CH:3]=1. The catalyst class is: 15. (3) Reactant: [Br:1][C:2]1[CH:3]=[C:4]2[C:8](=[CH:9][CH:10]=1)[N:7]([CH:11]1[CH2:15][CH2:14][NH:13][CH2:12]1)[CH2:6][CH2:5]2.C=O.[C:18](O)(=O)C.[BH3-]C#N.[Na+].[OH-].[Na+]. Product: [Br:1][C:2]1[CH:3]=[C:4]2[C:8](=[CH:9][CH:10]=1)[N:7]([CH:11]1[CH2:15][CH2:14][N:13]([CH3:18])[CH2:12]1)[CH2:6][CH2:5]2. The catalyst class is: 5. (4) Reactant: C1C2C(=CC=CC=2)C=CC=1.[Li].[CH:12]1([C:18]2[CH:19]=[C:20](Cl)[CH:21]=[CH:22][C:23]=2[O:24][CH2:25][CH2:26][N:27]2[CH2:32][CH2:31][O:30][CH2:29][CH2:28]2)[CH2:17][CH2:16][CH2:15][CH2:14][CH2:13]1.CN(C)[CH:36]=[O:37]. Product: [CH:12]1([C:18]2[CH:19]=[C:20]([CH:21]=[CH:22][C:23]=2[O:24][CH2:25][CH2:26][N:27]2[CH2:32][CH2:31][O:30][CH2:29][CH2:28]2)[CH:36]=[O:37])[CH2:17][CH2:16][CH2:15][CH2:14][CH2:13]1. The catalyst class is: 7. (5) Reactant: [CH3:1][O:2][C:3](=[O:22])[CH:4]([NH:11][C:12]([O:14][CH2:15][C:16]1[CH:21]=[CH:20][CH:19]=[CH:18][CH:17]=1)=[O:13])P(OC)(OC)=O.C1CCN2C(=NCCC2)CC1.[CH3:34][O:35][C:36]1[N:37]=[C:38]2[C:43](=[CH:44][CH:45]=1)[N:42]=[CH:41][CH:40]=[C:39]2[CH:46]=O.CC(=O)OCC. Product: [CH3:1][O:2][C:3](=[O:22])/[C:4](/[NH:11][C:12]([O:14][CH2:15][C:16]1[CH:17]=[CH:18][CH:19]=[CH:20][CH:21]=1)=[O:13])=[CH:46]/[C:39]1[C:38]2[C:43](=[CH:44][CH:45]=[C:36]([O:35][CH3:34])[N:37]=2)[N:42]=[CH:41][CH:40]=1. The catalyst class is: 2. (6) The catalyst class is: 5. Product: [N+:1]([C:4]1[CH:16]=[CH:15][C:7]2[S:8][C:9]([C:11]([OH:13])=[O:12])=[CH:10][C:6]=2[CH:5]=1)([O-:3])=[O:2]. Reactant: [N+:1]([C:4]1[CH:16]=[CH:15][C:7]2[S:8][C:9]([C:11]([O:13]C)=[O:12])=[CH:10][C:6]=2[CH:5]=1)([O-:3])=[O:2].O.[OH-].[Li+].O. (7) Reactant: [Cl:1][C:2]1[CH:7]=[C:6](Cl)[C:5]([N+:9]([O-:11])=[O:10])=[CH:4][N:3]=1.[NH:12]1[CH2:17][CH2:16][CH2:15][C@H:14]([NH:18][C:19](=[O:25])[O:20][C:21]([CH3:24])([CH3:23])[CH3:22])[CH2:13]1.C(N(CC)CC)C. Product: [Cl:1][C:2]1[CH:7]=[C:6]([N:12]2[CH2:17][CH2:16][CH2:15][C@H:14]([NH:18][C:19](=[O:25])[O:20][C:21]([CH3:23])([CH3:22])[CH3:24])[CH2:13]2)[C:5]([N+:9]([O-:11])=[O:10])=[CH:4][N:3]=1. The catalyst class is: 32. (8) Reactant: [F:1][C:2]1[CH:3]=[C:4]([OH:8])[CH:5]=[CH:6][CH:7]=1.[CH2:9]([O:11][C:12](=[O:17])[CH2:13][CH2:14][CH2:15]Br)[CH3:10].C(=O)([O-])[O-].[K+].[K+]. The catalyst class is: 9. Product: [F:1][C:2]1[CH:3]=[C:4]([CH:5]=[CH:6][CH:7]=1)[O:8][CH2:15][CH2:14][CH2:13][C:12]([O:11][CH2:9][CH3:10])=[O:17]. (9) Reactant: [CH3:1][NH:2][CH:3]1[CH2:8][CH2:7][CH:6]([NH:9][C:10]2[N:11]=[CH:12][N:13]=[C:14]3[C:21]=2[C:20]2[CH2:19][CH2:18][CH2:17][C:16]=2[S:15]3)[CH2:5][CH2:4]1.Cl[CH2:23][C:24]([N:26]([CH3:28])[CH3:27])=[O:25].C(=O)([O-])[O-].[K+].[K+]. Product: [CH3:27][N:26]([CH3:28])[C:24](=[O:25])[CH2:23][N:2]([CH3:1])[CH:3]1[CH2:8][CH2:7][CH:6]([NH:9][C:10]2[N:11]=[CH:12][N:13]=[C:14]3[C:21]=2[C:20]2[CH2:19][CH2:18][CH2:17][C:16]=2[S:15]3)[CH2:5][CH2:4]1. The catalyst class is: 3.